This data is from Reaction yield outcomes from USPTO patents with 853,638 reactions. The task is: Predict the reaction yield, written as a fraction of the theoretical maximum amount of product (1.0 means a 100% yield; for example, 0.34 means a 34% yield). The reactants are [CH3:1][C:2]1[CH:7]=[C:6]([C:8](=[O:11])[CH2:9][CH3:10])[CH:5]=[CH:4][C:3]=1B(O)O.Br[C:16]1[CH:21]=[C:20]([N+:22]([O-:24])=[O:23])[CH:19]=[CH:18][C:17]=1[CH3:25].C(=O)([O-])[O-].[K+].[K+]. The catalyst is C(COC)OC.C1C=CC([P]([Pd]([P](C2C=CC=CC=2)(C2C=CC=CC=2)C2C=CC=CC=2)([P](C2C=CC=CC=2)(C2C=CC=CC=2)C2C=CC=CC=2)[P](C2C=CC=CC=2)(C2C=CC=CC=2)C2C=CC=CC=2)(C2C=CC=CC=2)C2C=CC=CC=2)=CC=1. The product is [CH3:1][C:2]1[CH:7]=[C:6]([C:8](=[O:11])[CH2:9][CH3:10])[CH:5]=[CH:4][C:3]=1[C:16]1[CH:21]=[C:20]([N+:22]([O-:24])=[O:23])[CH:19]=[CH:18][C:17]=1[CH3:25]. The yield is 0.810.